Task: Predict the product of the given reaction.. Dataset: Forward reaction prediction with 1.9M reactions from USPTO patents (1976-2016) Given the reactants [CH2:1]([C:5]1[CH:10]=[CH:9][C:8]([C:11]#[C:12][C:13]2[CH:22]=[CH:21][C:16]([C:17]([O:19]C)=[O:18])=[CH:15][CH:14]=2)=[CH:7][CH:6]=1)[CH2:2][CH2:3][CH3:4].[OH-].[Na+:24], predict the reaction product. The product is: [Na+:24].[CH2:1]([C:5]1[CH:10]=[CH:9][C:8]([C:11]#[C:12][C:13]2[CH:22]=[CH:21][C:16]([C:17]([O-:19])=[O:18])=[CH:15][CH:14]=2)=[CH:7][CH:6]=1)[CH2:2][CH2:3][CH3:4].